Dataset: Full USPTO retrosynthesis dataset with 1.9M reactions from patents (1976-2016). Task: Predict the reactants needed to synthesize the given product. (1) Given the product [NH2:19][C:8]1[CH:9]=[C:10]([Cl:18])[C:11]([O:13][C:14]([F:17])([F:15])[F:16])=[CH:12][C:7]=1/[CH:6]=[CH:5]/[C:4]([OH:20])=[O:3], predict the reactants needed to synthesize it. The reactants are: C([O:3][C:4](=[O:20])/[CH:5]=[CH:6]/[C:7]1[CH:12]=[C:11]([O:13][C:14]([F:17])([F:16])[F:15])[C:10]([Cl:18])=[CH:9][C:8]=1[NH2:19])C.[OH-].[Na+]. (2) Given the product [C:3]([C:7]1[CH:8]=[C:9]([N+:17]([O-:19])=[O:18])[C:10]([O:15][CH3:16])=[C:11]([S:13]([CH3:14])=[O:31])[CH:12]=1)([CH3:6])([CH3:4])[CH3:5], predict the reactants needed to synthesize it. The reactants are: OO.[C:3]([C:7]1[CH:8]=[C:9]([N+:17]([O-:19])=[O:18])[C:10]([O:15][CH3:16])=[C:11]([S:13][CH3:14])[CH:12]=1)([CH3:6])([CH3:5])[CH3:4].C(C1C=C([N+]([O-])=O)C([O:31]C)=C(C=1)N)(C)(C)C. (3) Given the product [N:22]1([C:20]2[CH:19]=[CH:18][C:17]([NH:28][C:29]([C:31]3[CH:32]=[C:33]([CH:37]=[CH:38][CH:39]=3)[C:34]([N:54]3[CH2:55][CH2:56][CH:57]([CH2:60][C:61]([OH:63])=[O:62])[CH2:58][CH2:59]3)=[O:35])=[O:30])=[C:16]([C:12]3[CH:11]=[C:10]([C:8](=[O:9])[NH:7][CH2:6][C:5]4[CH:40]=[CH:41][CH:42]=[C:3]([C:2]([F:1])([F:43])[F:44])[CH:4]=4)[CH:15]=[CH:14][N:13]=3)[CH:21]=2)[CH2:27][CH2:26][CH2:25][CH2:24][CH2:23]1, predict the reactants needed to synthesize it. The reactants are: [F:1][C:2]([F:44])([F:43])[C:3]1[CH:4]=[C:5]([CH:40]=[CH:41][CH:42]=1)[CH2:6][NH:7][C:8]([C:10]1[CH:15]=[CH:14][N:13]=[C:12]([C:16]2[CH:21]=[C:20]([N:22]3[CH2:27][CH2:26][CH2:25][CH2:24][CH2:23]3)[CH:19]=[CH:18][C:17]=2[NH:28][C:29]([C:31]2[CH:32]=[C:33]([CH:37]=[CH:38][CH:39]=2)[C:34](O)=[O:35])=[O:30])[CH:11]=1)=[O:9].C(N(C(C)C)CC)(C)C.[NH:54]1[CH2:59][CH2:58][CH:57]([CH2:60][C:61]([O:63]CC)=[O:62])[CH2:56][CH2:55]1.CN(C(ON1N=NC2C=CC=NC1=2)=[N+](C)C)C.F[P-](F)(F)(F)(F)F. (4) The reactants are: [CH3:1][C:2]([CH3:23])([CH3:22])[CH2:3][N:4]1[C:8]2[N:9]=[C:10]([C:13]#[N:14])[N:11]=[CH:12][C:7]=2[CH:6]=[C:5]1[CH2:15][N:16]1[CH2:21][CH2:20][NH:19][CH2:18][CH2:17]1.BrC[C:26]1[CH:31]=[CH:30][CH:29]=[CH:28][C:27]=1[F:32].[C:33](=O)([O-])[O-].[K+].[K+].CCCCCC. Given the product [CH3:1][C:2]([CH3:23])([CH3:22])[CH2:3][N:4]1[C:8]2[N:9]=[C:10]([C:13]#[N:14])[N:11]=[CH:12][C:7]=2[CH:6]=[C:5]1[CH2:15][N:16]1[CH2:21][CH2:20][N:19]([CH2:33][C:30]2[CH:31]=[CH:26][C:27]([F:32])=[CH:28][CH:29]=2)[CH2:18][CH2:17]1, predict the reactants needed to synthesize it.